From a dataset of Reaction yield outcomes from USPTO patents with 853,638 reactions. Predict the reaction yield, written as a fraction of the theoretical maximum amount of product (1.0 means a 100% yield; for example, 0.34 means a 34% yield). (1) The reactants are Br[C:2]([F:9])([F:8])[C:3]([O:5][CH2:6][CH3:7])=[O:4].[CH2:10]1C[O:13][CH2:12][CH2:11]1.BrC(F)(F)C(OCC)=O.C(=O)CC.C1COCC1.C(=O)CC.C(OC(C)C)(C)C. The catalyst is [Zn].O.C1COCC1. The product is [CH2:6]([O:5][C:3](=[O:4])[C:2]([F:9])([F:8])[CH:12]([OH:13])[CH2:11][CH3:10])[CH3:7]. The yield is 0.890. (2) The reactants are [CH2:1]([O:3][C:4](=[O:12])[C:5]1[CH:10]=[CH:9][CH:8]=[N:7][C:6]=1Cl)[CH3:2].Cl.[CH2:14]([O:21][NH2:22])[C:15]1[CH:20]=[CH:19][CH:18]=[CH:17][CH:16]=1.C(N(CC)C(C)C)(C)C. The catalyst is O1CCOCC1. The product is [CH2:14]([O:21][NH:22][C:6]1[N:7]=[CH:8][CH:9]=[CH:10][C:5]=1[C:4]([O:3][CH2:1][CH3:2])=[O:12])[C:15]1[CH:20]=[CH:19][CH:18]=[CH:17][CH:16]=1. The yield is 0.530. (3) The reactants are [NH2:1][C@H:2]1[CH2:7][CH2:6][C@H:5]([NH:8][C:9]2[CH:17]=[C:16]([N:18]3[C:26]4[CH2:25][C:24]([CH3:28])([CH3:27])[CH2:23][C:22](=[O:29])[C:21]=4[C:20]([C:30]([F:33])([F:32])[F:31])=[N:19]3)[CH:15]=[CH:14][C:10]=2[C:11]([NH2:13])=[O:12])[CH2:4][CH2:3]1.[C:34]([NH:41][CH2:42][CH2:43][CH2:44][CH2:45][CH2:46][C:47](O)=[O:48])([O:36][C:37]([CH3:40])([CH3:39])[CH3:38])=[O:35].CCN=C=NCCCN(C)C. The catalyst is C(Cl)Cl.CN(C1C=CN=CC=1)C. The product is [C:11]([C:10]1[CH:14]=[CH:15][C:16]([N:18]2[C:26]3[CH2:25][C:24]([CH3:27])([CH3:28])[CH2:23][C:22](=[O:29])[C:21]=3[C:20]([C:30]([F:32])([F:33])[F:31])=[N:19]2)=[CH:17][C:9]=1[NH:8][C@H:5]1[CH2:4][CH2:3][C@H:2]([NH:1][C:47](=[O:48])[CH2:46][CH2:45][CH2:44][CH2:43][CH2:42][NH:41][C:34](=[O:35])[O:36][C:37]([CH3:38])([CH3:39])[CH3:40])[CH2:7][CH2:6]1)(=[O:12])[NH2:13]. The yield is 0.910. (4) The reactants are [Si]([O:8][CH2:9][C@H:10]([NH:19][S@](C(C)(C)C)=O)[C:11]1[CH:16]=[CH:15][C:14]([F:17])=[CH:13][C:12]=1[F:18])(C(C)(C)C)(C)C.[ClH:26].O1CCOCC1. The catalyst is CO. The product is [ClH:26].[NH2:19][C@H:10]([C:11]1[CH:16]=[CH:15][C:14]([F:17])=[CH:13][C:12]=1[F:18])[CH2:9][OH:8]. The yield is 1.00.